This data is from Full USPTO retrosynthesis dataset with 1.9M reactions from patents (1976-2016). The task is: Predict the reactants needed to synthesize the given product. (1) Given the product [Cl:1][C:2]1[CH:3]=[C:4]([NH:10][C:11]2[C:20]3[C:15](=[CH:16][CH:17]=[C:18]([NH2:21])[CH:19]=3)[N:14]=[CH:13][N:12]=2)[C:5]([F:9])=[CH:6][C:7]=1[Cl:8], predict the reactants needed to synthesize it. The reactants are: [Cl:1][C:2]1[CH:3]=[C:4]([NH:10][C:11]2[C:20]3[C:15](=[CH:16][CH:17]=[C:18]([N+:21]([O-])=O)[CH:19]=3)[N:14]=[CH:13][N:12]=2)[C:5]([F:9])=[CH:6][C:7]=1[Cl:8].C(O)C.O.O.NN. (2) Given the product [SH:1][C:2]1[C:3]([CH2:4][OH:5])=[CH:7][CH:8]=[CH:9][N:10]=1, predict the reactants needed to synthesize it. The reactants are: [SH:1][C:2]1[N:10]=[CH:9][CH:8]=[CH:7][C:3]=1[C:4](O)=[O:5]. (3) The reactants are: Br[CH2:2][C:3]1[N:7]([CH3:8])[N:6]([C:9]2[CH:14]=[CH:13][C:12]([Cl:15])=[CH:11][CH:10]=2)[C:5](=[O:16])[C:4]=1[Cl:17].[C:18]1([C:24]2([C:30]#[N:31])[CH2:29][CH2:28][NH:27][CH2:26][CH2:25]2)[CH:23]=[CH:22][CH:21]=[CH:20][CH:19]=1.[C:32]([O-])([O-])=O.[K+].[K+]. Given the product [Cl:17][C:4]1[C:5](=[O:16])[N:6]([C:9]2[CH:14]=[CH:13][C:12]([Cl:15])=[CH:11][CH:10]=2)[N:7]([CH2:8][CH3:32])[C:3]=1[CH2:2][N:27]1[CH2:26][CH2:25][C:24]([C:18]2[CH:19]=[CH:20][CH:21]=[CH:22][CH:23]=2)([C:30]#[N:31])[CH2:29][CH2:28]1, predict the reactants needed to synthesize it. (4) The reactants are: [Cl:1][C:2]1[CH:3]=[C:4]([N:8]2[N:12]=[N:11][C:10]([CH:13]=[O:14])=[N:9]2)[CH:5]=[CH:6][CH:7]=1.[CH3:15][Mg]Br.C(OCCCC)CCC. Given the product [Cl:1][C:2]1[CH:3]=[C:4]([N:8]2[N:12]=[N:11][C:10]([CH:13]([OH:14])[CH3:15])=[N:9]2)[CH:5]=[CH:6][CH:7]=1, predict the reactants needed to synthesize it. (5) Given the product [C:1]([C:3]1[CH2:7][C:6]([C:12]2[CH:25]=[CH:24][C:15]([NH2:16])=[C:14]([CH3:26])[CH:13]=2)([C:8]([F:10])([F:11])[F:9])[O:5][C:4]=1[C:27]1[CH:32]=[CH:31][CH:30]=[CH:29][CH:28]=1)#[N:2], predict the reactants needed to synthesize it. The reactants are: [C:1]([C:3]1[CH2:7][C:6]([C:12]2[CH:25]=[CH:24][C:15]([NH:16]C(=O)OC(C)(C)C)=[C:14]([CH3:26])[CH:13]=2)([C:8]([F:11])([F:10])[F:9])[O:5][C:4]=1[C:27]1[CH:32]=[CH:31][CH:30]=[CH:29][CH:28]=1)#[N:2].FC(F)(F)C(O)=O. (6) Given the product [C:19]([C:21]1[CH:26]=[CH:25][C:24]([C:2]2[C:10]3[N:9]4[CH2:11][CH2:12][NH:13][C:14](=[O:15])[C:8]4=[C:7]([CH3:16])[C:6]=3[CH:5]=[C:4]([C:17]#[N:18])[CH:3]=2)=[CH:23][CH:22]=1)#[N:20], predict the reactants needed to synthesize it. The reactants are: Br[C:2]1[C:10]2[N:9]3[CH2:11][CH2:12][NH:13][C:14](=[O:15])[C:8]3=[C:7]([CH3:16])[C:6]=2[CH:5]=[C:4]([C:17]#[N:18])[CH:3]=1.[C:19]([C:21]1[CH:26]=[CH:25][C:24](B(O)O)=[CH:23][CH:22]=1)#[N:20]. (7) The reactants are: [CH3:1][O:2][C:3]([C:5]1[S:6][C:7]([C:32]#[C:33][C:34]([CH3:37])([CH3:36])[CH3:35])=[CH:8][C:9]=1[N:10]([C@H:20]1[CH2:23][C@@H:22]([O:24]CC2C=CC=CC=2)[CH2:21]1)[C:11]([C@H:13]1[CH2:18][CH2:17][C@H:16]([CH3:19])[CH2:15][CH2:14]1)=[O:12])=[O:4].B(Br)(Br)Br. Given the product [CH3:1][O:2][C:3]([C:5]1[S:6][C:7]([C:32]#[C:33][C:34]([CH3:35])([CH3:37])[CH3:36])=[CH:8][C:9]=1[N:10]([C@H:20]1[CH2:23][C@@H:22]([OH:24])[CH2:21]1)[C:11]([C@H:13]1[CH2:14][CH2:15][C@H:16]([CH3:19])[CH2:17][CH2:18]1)=[O:12])=[O:4], predict the reactants needed to synthesize it.